Dataset: Full USPTO retrosynthesis dataset with 1.9M reactions from patents (1976-2016). Task: Predict the reactants needed to synthesize the given product. (1) Given the product [C:7]1([CH2:6][C@@H:2]([OH:1])[CH2:3][OH:4])[CH:12]=[CH:11][CH:10]=[CH:9][CH:8]=1, predict the reactants needed to synthesize it. The reactants are: [OH:1][C@H:2]([CH2:6][C:7]1[CH:12]=[CH:11][CH:10]=[CH:9][CH:8]=1)[C:3](O)=[O:4].B.C1COCC1. (2) Given the product [F:24][C:22]1[CH:21]=[CH:20][C:19]([C:25]2[C:26]([N:36]3[CH2:37][CH2:38][CH2:39][O:33][CH2:34][CH2:35]3)=[N:27][CH:28]=[CH:29][CH:30]=2)=[C:18]2[C:23]=1[C@H:15]([O:14][C:12]1[CH:11]=[CH:10][C:9]3[C@H:5]([CH2:4][C:3]([OH:2])=[O:32])[CH2:6][O:7][C:8]=3[CH:13]=1)[CH2:16][CH2:17]2, predict the reactants needed to synthesize it. The reactants are: C[O:2][C:3](=[O:32])[CH2:4][C@H:5]1[C:9]2[CH:10]=[CH:11][C:12]([O:14][C@H:15]3[C:23]4[C:18](=[C:19]([C:25]5[C:26](F)=[N:27][CH:28]=[CH:29][CH:30]=5)[CH:20]=[CH:21][C:22]=4[F:24])[CH2:17][CH2:16]3)=[CH:13][C:8]=2[O:7][CH2:6]1.[O:33]1[CH2:39][CH2:38][CH2:37][NH:36][CH2:35][CH2:34]1. (3) Given the product [CH2:11]([C@H:10]1[C@H:9]([CH2:8][CH:7]([NH:27][C:28]([O:29][CH2:30][C:31]2[CH:36]=[CH:35][CH:34]=[CH:33][CH:32]=2)=[O:37])[CH2:6][C:5]2[CH:38]=[CH:39][C:2]([Br:1])=[CH:3][CH:4]=2)[O:26][C:49]([CH3:51])([CH3:50])[N:18]1[C:19]([O:21][C:22]([CH3:25])([CH3:24])[CH3:23])=[O:20])[C:12]1[CH:17]=[CH:16][CH:15]=[CH:14][CH:13]=1, predict the reactants needed to synthesize it. The reactants are: [Br:1][C:2]1[CH:39]=[CH:38][C:5]([CH2:6][CH:7]([NH:27][C:28](=[O:37])[O:29][CH2:30][C:31]2[CH:36]=[CH:35][CH:34]=[CH:33][CH:32]=2)[CH2:8][C@H:9]([OH:26])[C@@H:10]([NH:18][C:19]([O:21][C:22]([CH3:25])([CH3:24])[CH3:23])=[O:20])[CH2:11][C:12]2[CH:17]=[CH:16][CH:15]=[CH:14][CH:13]=2)=[CH:4][CH:3]=1.C(N(CC)CC)C.CO[C:49](OC)([CH3:51])[CH3:50]. (4) Given the product [F:20][C:21]1[CH:22]=[C:23]([CH3:31])[C:24]([I:30])=[C:25]([CH:29]=1)[C:26]([N:4]1[CH2:5][CH2:6][CH2:7][C@@H:2]([CH3:1])[C@H:3]1[CH2:8][N:9]1[C:17](=[O:18])[C:16]2[C:11](=[CH:12][CH:13]=[CH:14][CH:15]=2)[C:10]1=[O:19])=[O:27], predict the reactants needed to synthesize it. The reactants are: [CH3:1][C@@H:2]1[CH2:7][CH2:6][CH2:5][NH:4][C@@H:3]1[CH2:8][N:9]1[C:17](=[O:18])[C:16]2[C:11](=[CH:12][CH:13]=[CH:14][CH:15]=2)[C:10]1=[O:19].[F:20][C:21]1[CH:22]=[C:23]([CH3:31])[C:24]([I:30])=[C:25]([CH:29]=1)[C:26](O)=[O:27].CCN(C(C)C)C(C)C.CN(C(ON1N=NC2C=CC=NC1=2)=[N+](C)C)C.F[P-](F)(F)(F)(F)F. (5) Given the product [I:11][C:10]1[C:3]2[C:2]([NH2:26])=[N:7][CH:6]=[N:5][C:4]=2[N:8]([C@H:12]2[CH2:17][CH2:16][C@H:15]([N:18]3[CH2:23][CH2:22][N:21]([CH3:24])[CH2:20][CH2:19]3)[CH2:14][CH2:13]2)[CH:9]=1, predict the reactants needed to synthesize it. The reactants are: Cl[C:2]1[C:3]2[C:10]([I:11])=[CH:9][N:8]([C@H:12]3[CH2:17][CH2:16][C@H:15]([N:18]4[CH2:23][CH2:22][N:21]([CH3:24])[CH2:20][CH2:19]4)[CH2:14][CH2:13]3)[C:4]=2[N:5]=[CH:6][N:7]=1.[OH-].[NH4+:26]. (6) Given the product [CH:11]([C:4]1[C:3]([O:2][CH3:1])=[CH:8][CH:7]=[CH:6][C:5]=1[O:9][CH3:10])([CH2:13][CH3:14])[CH3:12], predict the reactants needed to synthesize it. The reactants are: [CH3:1][O:2][C:3]1[CH:8]=[CH:7][CH:6]=[C:5]([O:9][CH3:10])[C:4]=1[C:11](O)([CH2:13][CH3:14])[CH3:12].O.C1(C)C=CC(S(O)(=O)=O)=CC=1. (7) Given the product [CH3:9][O:8][C:5]1[CH:6]=[CH:7][C:2]([SiH:11]([CH3:13])[CH3:12])=[CH:3][CH:4]=1, predict the reactants needed to synthesize it. The reactants are: Br[C:2]1[CH:7]=[CH:6][C:5]([O:8][CH3:9])=[CH:4][CH:3]=1.Cl[SiH:11]([CH3:13])[CH3:12]. (8) Given the product [F:28][C:29]1[CH:36]=[C:35]([F:37])[CH:34]=[CH:33][C:30]=1[CH2:31][O:20][C:19](=[O:21])[C:18]1[CH:22]=[C:14]([C:10]2[CH2:11][CH2:12][CH2:13][C:9]=2[C:3]2[CH:4]=[C:5]([CH3:8])[CH:6]=[CH:7][C:2]=2[O:1][CH2:31][C:30]2[CH:33]=[CH:34][C:35]([F:37])=[CH:36][C:29]=2[F:28])[CH:15]=[C:16]([NH:23][C:24](=[O:27])[CH2:25][CH3:26])[CH:17]=1, predict the reactants needed to synthesize it. The reactants are: [OH:1][C:2]1[CH:7]=[CH:6][C:5]([CH3:8])=[CH:4][C:3]=1[C:9]1[CH2:13][CH2:12][CH2:11][C:10]=1[C:14]1[CH:15]=[C:16]([NH:23][C:24](=[O:27])[CH2:25][CH3:26])[CH:17]=[C:18]([CH:22]=1)[C:19]([OH:21])=[O:20].[F:28][C:29]1[CH:36]=[C:35]([F:37])[CH:34]=[CH:33][C:30]=1[CH2:31]Br. (9) Given the product [OH:32][C@@H:22]([CH2:23][O:24][CH2:25][C:26]1[CH:31]=[CH:30][CH:29]=[CH:28][CH:27]=1)[CH2:21][CH:7]([C:1]1[CH:6]=[CH:5][CH:4]=[CH:3][CH:2]=1)[C:8]#[N:9], predict the reactants needed to synthesize it. The reactants are: [C:1]1([CH2:7][C:8]#[N:9])[CH:6]=[CH:5][CH:4]=[CH:3][CH:2]=1.CC1C=CC(S(O[CH2:21][C@@H:22]([OH:32])[CH2:23][O:24][CH2:25][C:26]2[CH:31]=[CH:30][CH:29]=[CH:28][CH:27]=2)(=O)=O)=CC=1.C([Li])CCC.